Dataset: Experimentally validated miRNA-target interactions with 360,000+ pairs, plus equal number of negative samples. Task: Binary Classification. Given a miRNA mature sequence and a target amino acid sequence, predict their likelihood of interaction. The miRNA is hsa-miR-98-3p with sequence CUAUACAACUUACUACUUUCCC. The protein sequence of the target gene is MFGIQESIQRSGSSMKEEPLGSGMNAVRTWMQGAGVLDANTAAQSGVGLARAHFEKQPPSNLRKSNFFHFVLALYDRQGQPVEIERTAFVGFVEKEKEANSEKTNNGIHYRLQLLYSNGIRTEQDFYVRLIDSMTKQAIVYEGQDKNPEMCRVLLTHEIMCSRCCDKKSCGNRNETPSDPVIIDRFFLKFFLKCNQNCLKNAGNPRDMRRFQVVVSTTVNVDGHVLAVSDNMFVHNNSKHGRRARRLDPSEGTPSYLEHATPCIKAISPSEGWTTGGATVIIIGDNFFDGLQVIFGTMLV.... Result: 0 (no interaction).